This data is from Catalyst prediction with 721,799 reactions and 888 catalyst types from USPTO. The task is: Predict which catalyst facilitates the given reaction. Reactant: Cl[C:2]1[C:11]2[C:6](=[CH:7][CH:8]=[CH:9][CH:10]=2)[N:5]=[C:4]([C:12]2[CH:17]=[CH:16][C:15]([F:18])=[CH:14][CH:13]=2)[N:3]=1.O[C:20]1[C:29]2[C:24](=CC=CC=2)[N:23]=[C:22]([C:30]2C=CC(F)=CC=2)[N:21]=1.S(Cl)(Cl)=O.CN(C)C=O. Product: [N:23]1[CH:24]=[CH:29][C:20]([NH:21][C:2]2[C:11]3[C:6](=[CH:7][CH:8]=[CH:9][CH:10]=3)[N:5]=[C:4]([C:12]3[CH:17]=[CH:16][C:15]([F:18])=[CH:14][CH:13]=3)[N:3]=2)=[CH:30][CH:22]=1. The catalyst class is: 22.